From a dataset of Reaction yield outcomes from USPTO patents with 853,638 reactions. Predict the reaction yield, written as a fraction of the theoretical maximum amount of product (1.0 means a 100% yield; for example, 0.34 means a 34% yield). (1) The reactants are [O:1]1[CH2:7][CH:2]1[C:3]([O:5][CH3:6])=[O:4].[C:8](=[O:10])=[O:9]. The catalyst is [Br-].C([N+](CCCC)(CCCC)CCCC)CCC.COC(C)(C)C. The product is [CH3:6][O:5][C:3]([CH:2]1[CH2:7][O:1][C:8](=[O:9])[O:10]1)=[O:4]. The yield is 0.940. (2) The reactants are Cl[C:2]1[N:7]2[N:8]=[C:9]([CH3:11])[CH:10]=[C:6]2[N:5]=[C:4]([NH:12][C:13](=[O:24])[C:14]2[CH:19]=[CH:18][C:17]([C:20]([OH:23])([CH3:22])[CH3:21])=[CH:16][CH:15]=2)[CH:3]=1.[CH3:25][O:26][C:27]1[CH:28]=[C:29](B(O)O)[CH:30]=[CH:31][C:32]=1[O:33][CH3:34].O1CCOCC1. The catalyst is CO.C1(P(C2C=CC=CC=2)[C-]2C=CC=C2)C=CC=CC=1.[C-]1(P(C2C=CC=CC=2)C2C=CC=CC=2)C=CC=C1.[Fe+2].Cl[Pd]Cl. The product is [CH3:25][O:26][C:27]1[CH:28]=[C:29]([C:2]2[N:7]3[N:8]=[C:9]([CH3:11])[CH:10]=[C:6]3[N:5]=[C:4]([NH:12][C:13](=[O:24])[C:14]3[CH:19]=[CH:18][C:17]([C:20]([OH:23])([CH3:22])[CH3:21])=[CH:16][CH:15]=3)[CH:3]=2)[CH:30]=[CH:31][C:32]=1[O:33][CH3:34]. The yield is 0.360. (3) The reactants are B1(C)OC(C2C=CC=CC=2)(C2C=CC=CC=2)[C@H]2N1CCC2.B.O1CCCC1.[NH2:28][C:29]([CH3:40])([CH3:39])[CH2:30][C:31]([C:33]1[CH:38]=[CH:37][CH:36]=[CH:35][CH:34]=1)=[O:32].[OH-].[Na+]. The catalyst is C1COCC1. The product is [NH2:28][C:29]([CH3:40])([CH3:39])[CH2:30][C@H:31]([C:33]1[CH:38]=[CH:37][CH:36]=[CH:35][CH:34]=1)[OH:32]. The yield is 0.590. (4) The reactants are [NH2:1][C:2]1[C:11]([C:12]([O:14]N2C3C=C(Cl)C=CC=3N=N2)=O)=[C:5]2[N:6]=[CH:7][C:8]([F:10])=[CH:9][N:4]2[N:3]=1.[NH2:25][C:26]1[CH:27]=[N:28][CH:29]=[C:30]([F:45])[C:31]=1[N:32]1[CH2:37][CH2:36][CH:35]([C:38]([O:40][C:41]([CH3:44])([CH3:43])[CH3:42])=[O:39])[CH2:34][CH2:33]1. The catalyst is N1C=CC=CC=1. The product is [NH2:1][C:2]1[C:11]([C:12]([NH:25][C:26]2[CH:27]=[N:28][CH:29]=[C:30]([F:45])[C:31]=2[N:32]2[CH2:37][CH2:36][CH:35]([C:38]([O:40][C:41]([CH3:43])([CH3:42])[CH3:44])=[O:39])[CH2:34][CH2:33]2)=[O:14])=[C:5]2[N:6]=[CH:7][C:8]([F:10])=[CH:9][N:4]2[N:3]=1. The yield is 0.560. (5) The reactants are [Br:1][C:2]1[CH:3]=[C:4]([F:11])[C:5]([CH2:9]Br)=[C:6]([F:8])[CH:7]=1.[C-:12]#[N:13].[K+]. The catalyst is CN(C=O)C.O. The product is [Br:1][C:2]1[CH:3]=[C:4]([F:11])[C:5]([CH2:9][C:12]#[N:13])=[C:6]([F:8])[CH:7]=1. The yield is 0.459. (6) The reactants are [CH3:1][C:2]([CH3:36])([CH3:35])[C:3]([C:5]1[CH:9]([C:10]2[CH:15]=[CH:14][CH:13]=[CH:12][C:11]=2[O:16][CH2:17][C:18]([O:20]C)=[O:19])[N:8]([C:22]2[CH:27]=[CH:26][C:25]([C:28]3[CH:32]=[CH:31][S:30][CH:29]=3)=[CH:24][CH:23]=2)[C:7](=[O:33])[C:6]=1[OH:34])=[O:4].C1COCC1.[OH-].[Li+].Cl. The catalyst is O.CO. The product is [OH:20][C:18]([CH2:17][O:16][C:11]1[CH:12]=[CH:13][CH:14]=[CH:15][C:10]=1[CH:9]1[N:8]([C:22]2[CH:27]=[CH:26][C:25]([C:28]3[CH:32]=[CH:31][S:30][CH:29]=3)=[CH:24][CH:23]=2)[C:7](=[O:33])[C:6]([OH:34])=[C:5]1[C:3](=[O:4])[C:2]([CH3:35])([CH3:1])[CH3:36])=[O:19]. The yield is 0.820. (7) The reactants are [N+:1]([C:4]1[CH:9]=[CH:8][C:7]([N:10]2[CH2:15][CH2:14][NH:13][CH2:12][CH2:11]2)=[CH:6][CH:5]=1)([O-:3])=[O:2].C(N(CC)CC)C.[CH3:23][S:24](Cl)(=[O:26])=[O:25].C(=O)(O)[O-].[Na+]. The catalyst is ClCCl. The product is [N+:1]([C:4]1[CH:5]=[CH:6][C:7]([N:10]2[CH2:15][CH2:14][N:13]([S:24]([CH3:23])(=[O:26])=[O:25])[CH2:12][CH2:11]2)=[CH:8][CH:9]=1)([O-:3])=[O:2]. The yield is 1.00.